The task is: Predict the product of the given reaction.. This data is from Forward reaction prediction with 1.9M reactions from USPTO patents (1976-2016). (1) Given the reactants [ClH:1].[NH:2]1[C:6]2[CH:7]=[CH:8][CH:9]=[CH:10][C:5]=2[N:4]=[C:3]1[C@H:11]([NH2:21])[CH2:12][C:13]1[CH:18]=[CH:17][C:16]([O:19][CH3:20])=[CH:15][CH:14]=1.[F:22][C:23]1[CH:28]=[CH:27][CH:26]=[CH:25][C:24]=1[CH2:29][CH2:30][NH2:31].[C:32](O)(C(F)(F)F)=[O:33], predict the reaction product. The product is: [ClH:1].[NH:2]1[C:6]2[CH:7]=[CH:8][CH:9]=[CH:10][C:5]=2[N:4]=[C:3]1[C@H:11]([NH:21][C:32]([NH:31][CH2:30][CH2:29][C:24]1[CH:25]=[CH:26][CH:27]=[CH:28][C:23]=1[F:22])=[O:33])[CH2:12][C:13]1[CH:18]=[CH:17][C:16]([O:19][CH3:20])=[CH:15][CH:14]=1. (2) The product is: [CH2:1]([O:3][C:4]([C:5]1[O:6][C:7]2[CH:12]=[C:11]([O:13][CH3:14])[C:10]([Cl:15])=[CH:9][C:8]=2[C:16]=1[CH3:17])=[O:19])[CH3:2]. Given the reactants [CH2:1]([O:3][C:4](=[O:19])[CH2:5][O:6][C:7]1[CH:12]=[C:11]([O:13][CH3:14])[C:10]([Cl:15])=[CH:9][C:8]=1[C:16](=O)[CH3:17])[CH3:2].CC([O-])(C)C.[K+].CCCCCC.CCOC(C)=O, predict the reaction product.